Dataset: Catalyst prediction with 721,799 reactions and 888 catalyst types from USPTO. Task: Predict which catalyst facilitates the given reaction. Reactant: Cl[CH2:2][CH2:3][CH2:4][Si:5]([CH:10]=[CH2:11])([CH:8]=[CH2:9])[CH:6]=[CH2:7].[C-:12]#[N:13].[Na+]. Product: [C:12]([CH2:2][CH2:3][CH2:4][Si:5]([CH:10]=[CH2:11])([CH:8]=[CH2:9])[CH:6]=[CH2:7])#[N:13]. The catalyst class is: 9.